From a dataset of Forward reaction prediction with 1.9M reactions from USPTO patents (1976-2016). Predict the product of the given reaction. (1) Given the reactants C(OC([NH:8][C:9]1[N:10]=[CH:11][C:12]([CH2:15][O:16][C:17](=[O:19])[CH3:18])=[N:13][CH:14]=1)=O)(C)(C)C.[C:20]([OH:26])([C:22]([F:25])([F:24])[F:23])=[O:21], predict the reaction product. The product is: [F:23][C:22]([F:25])([F:24])[C:20]([OH:26])=[O:21].[NH2:8][C:9]1[N:10]=[CH:11][C:12]([CH2:15][O:16][C:17](=[O:19])[CH3:18])=[N:13][CH:14]=1. (2) The product is: [CH:22]1([O:21][C:15]2[CH:14]=[C:13]([CH:11]3[CH2:12][N:8]([C:4]4[CH:3]=[C:2]([NH:1][C:35]([NH:34][C:28]5[CH:33]=[CH:32][CH:31]=[CH:30][CH:29]=5)=[O:36])[CH:7]=[CH:6][CH:5]=4)[C:9](=[O:27])[CH2:10]3)[CH:18]=[CH:17][C:16]=2[O:19][CH3:20])[CH2:26][CH2:25][CH2:24][CH2:23]1. Given the reactants [NH2:1][C:2]1[CH:3]=[C:4]([N:8]2[CH2:12][CH:11]([C:13]3[CH:18]=[CH:17][C:16]([O:19][CH3:20])=[C:15]([O:21][CH:22]4[CH2:26][CH2:25][CH2:24][CH2:23]4)[CH:14]=3)[CH2:10][C:9]2=[O:27])[CH:5]=[CH:6][CH:7]=1.[C:28]1([N:34]=[C:35]=[O:36])[CH:33]=[CH:32][CH:31]=[CH:30][CH:29]=1, predict the reaction product. (3) Given the reactants [CH2:1]([O:8][C:9]([N:11]1[CH2:16][CH2:15][CH:14]([CH:17]([C:21](O)=O)[C:18]([OH:20])=[O:19])[CH2:13][CH2:12]1)=[O:10])[C:2]1[CH:7]=[CH:6][CH:5]=[CH:4][CH:3]=1.N1CCOCC1.C(O)(=O)C.C=O, predict the reaction product. The product is: [CH2:1]([O:8][C:9]([N:11]1[CH2:12][CH2:13][CH:14]([C:17]([C:18]([OH:20])=[O:19])=[CH2:21])[CH2:15][CH2:16]1)=[O:10])[C:2]1[CH:3]=[CH:4][CH:5]=[CH:6][CH:7]=1.